From a dataset of Reaction yield outcomes from USPTO patents with 853,638 reactions. Predict the reaction yield, written as a fraction of the theoretical maximum amount of product (1.0 means a 100% yield; for example, 0.34 means a 34% yield). (1) The reactants are [C:1]([C:5]1[N:9]([CH2:10][CH:11]2[CH2:16][CH2:15][C:14]([F:18])([F:17])[CH2:13][CH2:12]2)[C:8]2[CH:19]=[CH:20][C:21]([NH:23][S:24]([CH2:27][CH3:28])(=[O:26])=[O:25])=[CH:22][C:7]=2[N:6]=1)([CH3:4])([CH3:3])[CH3:2].[CH2:29]([S:31]([OH:34])(=[O:33])=[O:32])[CH3:30]. The catalyst is C(OC)(C)(C)C. The product is [S:31]([CH2:29][CH3:30])([OH:34])(=[O:33])=[O:32].[C:1]([C:5]1[N:9]([CH2:10][CH:11]2[CH2:12][CH2:13][C:14]([F:18])([F:17])[CH2:15][CH2:16]2)[C:8]2[CH:19]=[CH:20][C:21]([NH:23][S:24]([CH2:27][CH3:28])(=[O:25])=[O:26])=[CH:22][C:7]=2[N:6]=1)([CH3:4])([CH3:2])[CH3:3]. The yield is 0.750. (2) The reactants are [NH2:1][C:2]1[CH:16]=[CH:15][C:5]([CH2:6][P:7](=[O:14])([O:11][CH2:12][CH3:13])[O:8][CH2:9][CH3:10])=[CH:4][CH:3]=1.C(N(CC)CC)C.[C:24](Cl)(=[O:27])[CH:25]=[CH2:26]. The catalyst is C1(C)C=CC=CC=1. The product is [C:24]([NH:1][C:2]1[CH:3]=[CH:4][C:5]([CH2:6][P:7](=[O:14])([O:8][CH2:9][CH3:10])[O:11][CH2:12][CH3:13])=[CH:15][CH:16]=1)(=[O:27])[CH:25]=[CH2:26]. The yield is 0.900. (3) The reactants are [CH2:1]([CH:3]([CH2:21][CH3:22])[CH:4]([NH2:20])[C:5]1[N:9]([S:10]([C:13]2[CH:18]=[CH:17][C:16]([CH3:19])=[CH:15][CH:14]=2)(=[O:12])=[O:11])[N:8]=[CH:7][CH:6]=1)[CH3:2].C(N(CC)CC)C.[Cl:30][C:31]1[S:35][C:34]([S:36](Cl)(=[O:38])=[O:37])=[CH:33][CH:32]=1. The catalyst is C(Cl)Cl.C(Cl)(Cl)Cl. The yield is 0.330. The product is [Cl:30][C:31]1[S:35][C:34]([S:36]([NH:20][CH:4]([C:5]2[N:9]([S:10]([C:13]3[CH:14]=[CH:15][C:16]([CH3:19])=[CH:17][CH:18]=3)(=[O:12])=[O:11])[N:8]=[CH:7][CH:6]=2)[CH:3]([CH2:1][CH3:2])[CH2:21][CH3:22])(=[O:38])=[O:37])=[CH:33][CH:32]=1. (4) The reactants are [CH3:1][C:2]1([C:8](O)=[O:9])[CH2:7][CH2:6][CH2:5][CH2:4][CH2:3]1.B#B. The catalyst is O1CCCC1. The product is [CH3:1][C:2]1([CH2:8][OH:9])[CH2:7][CH2:6][CH2:5][CH2:4][CH2:3]1. The yield is 0.690. (5) The reactants are [OH:1][C:2]1[C:11]2[C:6](=[CH:7][CH:8]=[CH:9][CH:10]=2)[C:5]([CH:12]=O)=[CH:4][CH:3]=1.[C:14]([C:16]([C:25]#[N:26])=[C:17]1[CH:22]=[C:21]([CH3:23])[O:20][C:19]([CH3:24])=[CH:18]1)#[N:15].N1CCCCC1. The catalyst is C(O)C. The product is [OH:1][C:2]1[C:11]2[C:6](=[CH:7][CH:8]=[CH:9][CH:10]=2)[C:5](/[CH:12]=[CH:23]/[C:21]2[O:20][C:19]([CH3:24])=[CH:18][C:17](=[C:16]([C:25]#[N:26])[C:14]#[N:15])[CH:22]=2)=[CH:4][CH:3]=1. The yield is 0.482. (6) The reactants are Cl.[OH:2][NH2:3].C(O)C.C1COCC1.[O:12]=[C:13]([NH:43][CH2:44][C:45](=O)[CH3:46])[CH:14]([NH:27][C:28](=[O:42])[C:29]1[CH:34]=[CH:33][C:32]([O:35][CH2:36][CH2:37][C:38]([F:41])([F:40])[F:39])=[CH:31][CH:30]=1)[CH2:15][C:16]1[CH:21]=[CH:20][C:19]([O:22][C:23]([F:26])([F:25])[F:24])=[CH:18][CH:17]=1. The catalyst is CCCCCC. The product is [OH:2][N:3]=[C:45]([CH3:46])[CH2:44][NH:43][C:13](=[O:12])[CH:14]([NH:27][C:28](=[O:42])[C:29]1[CH:34]=[CH:33][C:32]([O:35][CH2:36][CH2:37][C:38]([F:39])([F:40])[F:41])=[CH:31][CH:30]=1)[CH2:15][C:16]1[CH:21]=[CH:20][C:19]([O:22][C:23]([F:26])([F:25])[F:24])=[CH:18][CH:17]=1. The yield is 0.480. (7) The catalyst is C(Cl)Cl.C([O-])(=O)C.[Cu+2].C([O-])(=O)C. The product is [CH3:1][C:2]1[N:3]([C:29]2[CH:34]=[CH:33][CH:32]=[CH:31][CH:30]=2)[C:4](=[O:28])[C:5]([CH2:13][C:14]2[CH:15]=[CH:16][C:17]([C:20]3[CH:25]=[CH:24][CH:23]=[CH:22][C:21]=3[C:26]3[NH:40][C:51](=[O:53])[O:54][N:27]=3)=[CH:18][CH:19]=2)=[C:6]([CH2:8][CH2:9][CH2:10][CH2:11][CH3:12])[N:7]=1. The reactants are [CH3:1][C:2]1[NH:3][C:4](=[O:28])[C:5]([CH2:13][C:14]2[CH:19]=[CH:18][C:17]([C:20]3[C:21]([C:26]#[N:27])=[CH:22][CH:23]=[CH:24][CH:25]=3)=[CH:16][CH:15]=2)=[C:6]([CH2:8][CH2:9][CH2:10][CH2:11][CH3:12])[N:7]=1.[C:29]1(B(O)O)[CH:34]=[CH:33][CH:32]=[CH:31][CH:30]=1.C([N:40](CC)CC)C.N1C=CC=CC=1.[C:51]([O:54]CC)(=[O:53])C. The yield is 0.490.